From a dataset of Full USPTO retrosynthesis dataset with 1.9M reactions from patents (1976-2016). Predict the reactants needed to synthesize the given product. Given the product [CH2:1]([O:8][C:9]1[CH:18]=[C:17]2[C:12]([C:13]([O:29][C:26]3[CH:27]=[CH:28][C:23]([N+:20]([O-:22])=[O:21])=[CH:24][CH:25]=3)=[CH:14][CH:15]=[N:16]2)=[CH:11][CH:10]=1)[C:2]1[CH:7]=[CH:6][CH:5]=[CH:4][CH:3]=1, predict the reactants needed to synthesize it. The reactants are: [CH2:1]([O:8][C:9]1[CH:18]=[C:17]2[C:12]([C:13](Cl)=[CH:14][CH:15]=[N:16]2)=[CH:11][CH:10]=1)[C:2]1[CH:7]=[CH:6][CH:5]=[CH:4][CH:3]=1.[N+:20]([C:23]1[CH:28]=[CH:27][C:26]([OH:29])=[CH:25][CH:24]=1)([O-:22])=[O:21].CCN(C(C)C)C(C)C.C(Cl)Cl.